Dataset: hERG potassium channel inhibition data for cardiac toxicity prediction from Karim et al.. Task: Regression/Classification. Given a drug SMILES string, predict its toxicity properties. Task type varies by dataset: regression for continuous values (e.g., LD50, hERG inhibition percentage) or binary classification for toxic/non-toxic outcomes (e.g., AMES mutagenicity, cardiotoxicity, hepatotoxicity). Dataset: herg_karim. (1) The compound is O=C(Nc1ccc(-c2nnc(NCCCN3CCC(F)CC3)o2)cc1)c1ccccc1F. The result is 1 (blocker). (2) The drug is O=C1OCc2cc(CCN3CCN(C(=O)Cc4ccc(-n5cnnn5)cc4)CC3)cc(F)c21. The result is 0 (non-blocker). (3) The compound is CC1(C)Oc2ccc(NC(=O)c3ncc(Cl)cc3F)cc2C2(COC(N)=N2)C12COC2. The result is 0 (non-blocker). (4) The compound is Cc1ccc(Nc2nc(N[C@@H]3CCOC[C@@H]3N)ncc2C(N)=O)cc1. The result is 0 (non-blocker). (5) The compound is O=c1c2ccccc2ncn1-c1ccc(OCCCN2CCCC2)cc1. The result is 1 (blocker).